This data is from Catalyst prediction with 721,799 reactions and 888 catalyst types from USPTO. The task is: Predict which catalyst facilitates the given reaction. Reactant: NC1C=CC(OC2C=CC(NC(NC(CC)CC)=O)=CC=2OC)=CC=1.[C:26]([O:34]N1C2C=CC=CC=2N=N1)(=[O:33])[C:27]1[CH:32]=[CH:31][CH:30]=[CH:29][CH:28]=1. Product: [C:26]([OH:34])(=[O:33])[C:27]1[CH:32]=[CH:31][CH:30]=[CH:29][CH:28]=1. The catalyst class is: 3.